The task is: Regression. Given two drug SMILES strings and cell line genomic features, predict the synergy score measuring deviation from expected non-interaction effect.. This data is from Merck oncology drug combination screen with 23,052 pairs across 39 cell lines. Drug 1: O=S1(=O)NC2(CN1CC(F)(F)F)C1CCC2Cc2cc(C=CCN3CCC(C(F)(F)F)CC3)ccc2C1. Drug 2: CCc1cnn2c(NCc3ccc[n+]([O-])c3)cc(N3CCCCC3CCO)nc12. Cell line: SW620. Synergy scores: synergy=-5.50.